Dataset: Full USPTO retrosynthesis dataset with 1.9M reactions from patents (1976-2016). Task: Predict the reactants needed to synthesize the given product. (1) Given the product [F:27][C:21]1[CH:22]=[C:23]([F:26])[CH:24]=[CH:25][C:20]=1[N:16]1[C:15]([C:9]2[S:8][C:7]3[C:6]4[N:28]=[C:2]([C:33]5[CH:32]=[N:31][C:30]([F:29])=[CH:35][CH:34]=5)[CH:3]=[CH:4][C:5]=4[O:14][CH2:13][CH2:12][C:11]=3[CH:10]=2)=[N:19][CH:18]=[N:17]1, predict the reactants needed to synthesize it. The reactants are: Cl[C:2]1[CH:3]=[CH:4][C:5]2[O:14][CH2:13][CH2:12][C:11]3[CH:10]=[C:9]([C:15]4[N:16]([C:20]5[CH:25]=[CH:24][C:23]([F:26])=[CH:22][C:21]=5[F:27])[N:17]=[CH:18][N:19]=4)[S:8][C:7]=3[C:6]=2[N:28]=1.[F:29][C:30]1[CH:35]=[CH:34][C:33](B2OC(C)(C)C(C)(C)O2)=[CH:32][N:31]=1.C([O-])([O-])=O.[Cs+].[Cs+]. (2) Given the product [C:29]([NH:33][S:34]([C:37]1[S:38][C:39]([C:2]2[CH:7]=[CH:6][CH:5]=[C:4]([C:8]3[N:9]=[C:10]([C:25]([F:28])([F:27])[F:26])[CH:11]=[C:12]([C:14]4[CH:19]=[CH:18][C:17]([C:20]([F:23])([F:22])[F:21])=[C:16]([CH3:24])[CH:15]=4)[N:13]=3)[CH:3]=2)=[CH:40][CH:41]=1)(=[O:35])=[O:36])([CH3:32])([CH3:30])[CH3:31], predict the reactants needed to synthesize it. The reactants are: Br[C:2]1[CH:3]=[C:4]([C:8]2[N:13]=[C:12]([C:14]3[CH:19]=[CH:18][C:17]([C:20]([F:23])([F:22])[F:21])=[C:16]([CH3:24])[CH:15]=3)[CH:11]=[C:10]([C:25]([F:28])([F:27])[F:26])[N:9]=2)[CH:5]=[CH:6][CH:7]=1.[C:29]([NH:33][S:34]([C:37]1[S:38][C:39](B2OC(C)(C)C(C)(C)O2)=[CH:40][CH:41]=1)(=[O:36])=[O:35])([CH3:32])([CH3:31])[CH3:30]. (3) Given the product [NH2:35][C:21]1[N:22]=[C:23]([C:25]2[CH:34]=[C:33]3[C:28]([CH2:29][CH2:30][N:31]([C:9]([NH:8][C:5]4[CH:6]=[CH:7][C:2]([Cl:1])=[CH:3][CH:4]=4)=[O:10])[CH2:32]3)=[CH:27][CH:26]=2)[CH:24]=[C:19]([N:16]2[CH2:15][CH2:14][N:13]([CH3:12])[CH2:18][CH2:17]2)[N:20]=1, predict the reactants needed to synthesize it. The reactants are: [Cl:1][C:2]1[CH:7]=[CH:6][C:5]([N:8]=[C:9]=[O:10])=[CH:4][CH:3]=1.Cl.[CH3:12][N:13]1[CH2:18][CH2:17][N:16]([C:19]2[CH:24]=[C:23]([C:25]3[CH:34]=[C:33]4[C:28]([CH2:29][CH2:30][NH:31][CH2:32]4)=[CH:27][CH:26]=3)[N:22]=[C:21]([NH2:35])[N:20]=2)[CH2:15][CH2:14]1.